This data is from TCR-epitope binding with 47,182 pairs between 192 epitopes and 23,139 TCRs. The task is: Binary Classification. Given a T-cell receptor sequence (or CDR3 region) and an epitope sequence, predict whether binding occurs between them. (1) The epitope is FVDGVPFVV. The TCR CDR3 sequence is CASSLAGGAYEQYF. Result: 0 (the TCR does not bind to the epitope). (2) The epitope is EEHVQIHTI. The TCR CDR3 sequence is CSAGGDRETQYIQYF. Result: 1 (the TCR binds to the epitope). (3) The epitope is HSKKKCDEL. The TCR CDR3 sequence is CASSYSSTEAFF. Result: 0 (the TCR does not bind to the epitope). (4) The epitope is ILGLPTQTV. The TCR CDR3 sequence is CASSPSGNSYEQYF. Result: 1 (the TCR binds to the epitope). (5) The epitope is SEISMDNSPNL. The TCR CDR3 sequence is CSAREFGTGNQPQHF. Result: 0 (the TCR does not bind to the epitope). (6) The epitope is LPAADLDDF. Result: 1 (the TCR binds to the epitope). The TCR CDR3 sequence is CASSRGAYEQYF. (7) The epitope is AYAQKIFKI. The TCR CDR3 sequence is CASSDSSTDTQYF. Result: 0 (the TCR does not bind to the epitope).